Dataset: Full USPTO retrosynthesis dataset with 1.9M reactions from patents (1976-2016). Task: Predict the reactants needed to synthesize the given product. (1) Given the product [Cl:17][P:4]([NH:28][C@H:27]([C:26]([O:25][CH2:18][CH2:19][CH2:20][CH2:21][CH2:22][CH2:23][CH3:24])=[O:30])[CH3:29])([O:6][C:7]1[CH:8]=[CH:9][C:10]([Cl:13])=[CH:11][CH:12]=1)=[O:14], predict the reactants needed to synthesize it. The reactants are: P(Cl)(Cl)(O[P:4]([O-:14])([O:6][C:7]1[CH:12]=[CH:11][C:10]([Cl:13])=[CH:9][CH:8]=1)=O)=O.[ClH:17].[CH2:18]([O:25][C:26](=[O:30])[C@H:27]([CH3:29])[NH2:28])[CH2:19][CH2:20][CH2:21][CH2:22][CH2:23][CH3:24].CCN(CC)CC. (2) Given the product [CH2:8]([C:6]1[CH:5]=[CH:4][C:3]([C:10]([N:12]2[CH2:17][CH2:16][CH2:15][CH2:14][CH2:13]2)=[O:11])=[C:2]([NH:1][S:38]([C:41]2[C:49]3=[N:48][S:47][N:46]=[C:45]3[CH:44]=[CH:43][CH:42]=2)(=[O:40])=[O:39])[CH:7]=1)[CH3:9], predict the reactants needed to synthesize it. The reactants are: [NH2:1][C:2]1[CH:7]=[C:6]([CH2:8][CH3:9])[CH:5]=[CH:4][C:3]=1[C:10]([N:12]1[CH2:17][CH2:16][CH2:15][CH2:14][CH2:13]1)=[O:11].C(C1C=CC(C(N2CCCCC2)=O)=C([N+]([O-])=O)C=1)C.Cl[S:38]([C:41]1[C:49]2[C:45](=[N:46][S:47][N:48]=2)[CH:44]=[CH:43][CH:42]=1)(=[O:40])=[O:39]. (3) Given the product [NH2:30][C:31]1[C:32]([C:39]([NH:1][C:2]2[CH:3]=[N:4][CH:5]=[CH:6][C:7]=2[N:8]2[CH2:13][CH2:12][C@@H:11]([NH:14][C:15](=[O:21])[O:16][C:17]([CH3:19])([CH3:20])[CH3:18])[C@H:10]([O:22][Si:23]([C:26]([CH3:29])([CH3:28])[CH3:27])([CH3:25])[CH3:24])[CH2:9]2)=[O:40])=[N:33][C:34]([Br:38])=[C:35]([F:37])[CH:36]=1, predict the reactants needed to synthesize it. The reactants are: [NH2:1][C:2]1[CH:3]=[N:4][CH:5]=[CH:6][C:7]=1[N:8]1[CH2:13][CH2:12][C@@H:11]([NH:14][C:15](=[O:21])[O:16][C:17]([CH3:20])([CH3:19])[CH3:18])[C@H:10]([O:22][Si:23]([C:26]([CH3:29])([CH3:28])[CH3:27])([CH3:25])[CH3:24])[CH2:9]1.[NH2:30][C:31]1[C:32]([C:39](O)=[O:40])=[N:33][C:34]([Br:38])=[C:35]([F:37])[CH:36]=1. (4) Given the product [OH:15][C:16]1([C:2]2[CH:7]=[CH:6][C:5]([Si:8]([CH3:11])([CH3:10])[CH3:9])=[CH:4][CH:3]=2)[CH2:17][N:18]([C:20]([O:22][C:23]([CH3:26])([CH3:25])[CH3:24])=[O:21])[CH2:19]1, predict the reactants needed to synthesize it. The reactants are: Br[C:2]1[CH:7]=[CH:6][C:5]([Si:8]([CH3:11])([CH3:10])[CH3:9])=[CH:4][CH:3]=1.II.[Mg].[O:15]=[C:16]1[CH2:19][N:18]([C:20]([O:22][C:23]([CH3:26])([CH3:25])[CH3:24])=[O:21])[CH2:17]1. (5) Given the product [CH:9]([C:6]1[CH:5]=[CH:4][C:3]([C:1]#[N:2])=[CH:8][N:7]=1)=[O:14], predict the reactants needed to synthesize it. The reactants are: [C:1]([C:3]1[CH:4]=[CH:5][C:6]([CH3:9])=[N:7][CH:8]=1)#[N:2].II.CS(C)=[O:14]. (6) Given the product [NH2:11][C@@H:12]1[CH2:17][CH2:16][N:15]([C:18]([O:20][CH2:21][CH3:22])=[O:19])[CH2:14][C@@H:13]1[O:23][CH3:24], predict the reactants needed to synthesize it. The reactants are: C(OC([NH:11][C@H:12]1[CH2:17][CH2:16][N:15]([C:18]([O:20][CH2:21][CH3:22])=[O:19])[CH2:14][C@H:13]1[O:23][CH3:24])=O)C1C=CC=CC=1. (7) The reactants are: Br[CH2:2][CH:3]([O:7][CH2:8][CH3:9])[O:4][CH2:5][CH3:6].[OH:10][C:11]1[C:20]([CH3:21])=[CH:19][C:14]([C:15]([O:17][CH3:18])=[O:16])=[C:13]([CH3:22])[CH:12]=1.C(=O)([O-])[O-].[Cs+].[Cs+]. Given the product [CH2:5]([O:4][CH:3]([O:7][CH2:8][CH3:9])[CH2:2][O:10][C:11]1[C:20]([CH3:21])=[CH:19][C:14]([C:15]([O:17][CH3:18])=[O:16])=[C:13]([CH3:22])[CH:12]=1)[CH3:6], predict the reactants needed to synthesize it. (8) Given the product [Cl:1][C:2]1[CH:3]=[CH:4][C:5]([CH:8]([C:12]2[CH:17]=[CH:16][C:15]([C:18]3[CH:22]=[N:21][NH:20][CH:19]=3)=[CH:14][CH:13]=2)[CH2:9][NH:10][CH2:11][CH3:23])=[CH:6][CH:7]=1, predict the reactants needed to synthesize it. The reactants are: [Cl:1][C:2]1[CH:7]=[CH:6][C:5]([CH:8]([C:12]2[CH:17]=[CH:16][C:15]([C:18]3[CH:19]=[N:20][NH:21][CH:22]=3)=[CH:14][CH:13]=2)[CH2:9][NH:10][CH3:11])=[CH:4][CH:3]=1.[CH2:23](N)C. (9) Given the product [N:8]1[CH:13]=[CH:12][CH:11]=[C:10]([O:14][CH2:15][CH:16]2[CH2:21][N:20]([C:22]([O:24][C:25]([CH3:28])([CH3:26])[CH3:27])=[O:23])[CH2:19][CH2:18][N:17]2[C:29]([O:31][CH:32]2[CH2:37][CH2:36][N:35]([C:1](=[O:3])[CH3:2])[CH2:34][CH2:33]2)=[O:30])[CH:9]=1, predict the reactants needed to synthesize it. The reactants are: [C:1](OC(=O)C)(=[O:3])[CH3:2].[N:8]1[CH:13]=[CH:12][CH:11]=[C:10]([O:14][CH2:15][CH:16]2[CH2:21][N:20]([C:22]([O:24][C:25]([CH3:28])([CH3:27])[CH3:26])=[O:23])[CH2:19][CH2:18][N:17]2[C:29]([O:31][CH:32]2[CH2:37][CH2:36][NH:35][CH2:34][CH2:33]2)=[O:30])[CH:9]=1. (10) Given the product [C:1]([O:5][C:6]([N:8]1[CH2:12][C@H:11]([O:13][C:24]2[C:25]3[O:42][C:41]4[CH:43]=[CH:44][CH:45]=[CH:46][C:40]=4[C:26]=3[N:27]=[C:28]([C:30]3[CH:35]=[CH:34][C:33]([C:36]([F:37])([F:38])[F:39])=[CH:32][CH:31]=3)[N:29]=2)[CH2:10][C@H:9]1[C:14]([OH:16])=[O:15])=[O:7])([CH3:4])([CH3:2])[CH3:3], predict the reactants needed to synthesize it. The reactants are: [C:1]([O:5][C:6]([N:8]1[CH2:12][C@H:11]([OH:13])[CH2:10][C@H:9]1[C:14]([OH:16])=[O:15])=[O:7])([CH3:4])([CH3:3])[CH3:2].CC([O-])(C)C.[Na+].Cl[C:24]1[C:25]2[O:42][C:41]3[CH:43]=[CH:44][CH:45]=[CH:46][C:40]=3[C:26]=2[N:27]=[C:28]([C:30]2[CH:35]=[CH:34][C:33]([C:36]([F:39])([F:38])[F:37])=[CH:32][CH:31]=2)[N:29]=1.Cl.